From a dataset of Full USPTO retrosynthesis dataset with 1.9M reactions from patents (1976-2016). Predict the reactants needed to synthesize the given product. (1) Given the product [CH3:1][O:2][CH2:3][CH2:4][N:5]([CH3:25])[C:6]1[N:20]2[C:19]([C:21]([F:24])([F:23])[F:22])=[CH:18][CH:17]=[C:11]([C:12]([O:14][CH2:15][CH3:16])=[O:13])[C:10]2=[N:9][N:8]=1, predict the reactants needed to synthesize it. The reactants are: [CH3:1][O:2][CH2:3][CH2:4][N:5]([CH3:25])[C:6]([NH:8][NH:9][C:10]1[N:20]=[C:19]([C:21]([F:24])([F:23])[F:22])[CH:18]=[CH:17][C:11]=1[C:12]([O:14][CH2:15][CH3:16])=[O:13])=O.P(Cl)(Cl)(Cl)=O.C(=O)([O-])O.[Na+]. (2) Given the product [F:28][C:27]([F:30])([F:29])[CH:24]1[CH2:25][CH2:26][C:21]([C:7]2[CH:8]=[C:9]3[C:4](=[CH:5][CH:6]=2)[NH:3][C:2](=[O:1])[CH2:11][CH2:10]3)=[CH:22][CH2:23]1, predict the reactants needed to synthesize it. The reactants are: [O:1]=[C:2]1[CH2:11][CH2:10][C:9]2[C:4](=[CH:5][CH:6]=[C:7](B(O)O)[CH:8]=2)[NH:3]1.FC(F)(F)S(O[C:21]1[CH2:26][CH2:25][CH:24]([C:27]([F:30])([F:29])[F:28])[CH2:23][CH:22]=1)(=O)=O.C(OCC)(=O)C. (3) Given the product [F:6][C:7]1[CH:12]=[CH:11][C:10]([C:13](=[O:26])[CH2:14][C:15]2[CH:16]=[CH:17][C:18](=[O:24])[N:19]([CH:21]([CH3:22])[CH3:23])[N:20]=2)=[CH:9][CH:8]=1, predict the reactants needed to synthesize it. The reactants are: S(=O)(=O)(O)O.[F:6][C:7]1[CH:12]=[CH:11][C:10]([C:13]#[C:14][C:15]2[CH:16]=[CH:17][C:18](=[O:24])[N:19]([CH:21]([CH3:23])[CH3:22])[N:20]=2)=[CH:9][CH:8]=1.C(=O)([O-])[O-:26].[Na+].[Na+]. (4) Given the product [C:1]([O:5][C:6]([C:8]1[CH:19]=[C:18]([O:20][C:21]2[CH:26]=[CH:25][C:24]([S:27]([CH3:30])(=[O:29])=[O:28])=[CH:23][CH:22]=2)[C:11]2[CH2:12][C:13]([CH2:15][O:16][CH3:17])([CH3:31])[O:14][C:10]=2[CH:9]=1)=[O:7])([CH3:3])([CH3:4])[CH3:2], predict the reactants needed to synthesize it. The reactants are: [C:1]([O:5][C:6]([C:8]1[CH:19]=[C:18]([O:20][C:21]2[CH:26]=[CH:25][C:24]([S:27]([CH3:30])(=[O:29])=[O:28])=[CH:23][CH:22]=2)[C:11]2[CH2:12][CH:13]([CH2:15][O:16][CH3:17])[O:14][C:10]=2[CH:9]=1)=[O:7])([CH3:4])([CH3:3])[CH3:2].[C:31](OC(C1C=C(OC2C=CC(S(C)(=O)=O)=CC=2)C2CC(CO)(C)OC=2C=1)=O)(C)(C)C.CI. (5) Given the product [C:15]([C:14]1[CH:13]=[CH:12][CH:11]=[C:10]([CH:19]([C:27]2[C:28]([O:39][CH3:40])=[C:29]([C:33]3[CH:34]=[CH:35][CH:36]=[CH:37][CH:38]=3)[CH:30]=[CH:31][CH:32]=2)[C:21]2[CH:26]=[CH:25][CH:24]=[CH:23][CH:22]=2)[C:9]=1[OH:8])([CH3:18])([CH3:16])[CH3:17], predict the reactants needed to synthesize it. The reactants are: C([O:8][C:9]1[C:14]([C:15]([CH3:18])([CH3:17])[CH3:16])=[CH:13][CH:12]=[CH:11][C:10]=1[C:19]([C:27]1[C:28]([O:39][CH3:40])=[C:29]([C:33]2[CH:38]=[CH:37][CH:36]=[CH:35][CH:34]=2)[CH:30]=[CH:31][CH:32]=1)([C:21]1[CH:26]=[CH:25][CH:24]=[CH:23][CH:22]=1)O)C1C=CC=CC=1.[PH2](O)=O. (6) Given the product [C:23]([C:22]1[CH:25]=[C:26]([N:29]2[C:9]([C:11]3[O:12][CH:13]=[CH:14][CH:15]=3)=[CH:8][C:7]([C:6]([O:5][C:1]([CH3:4])([CH3:3])[CH3:2])=[O:17])=[N:30]2)[CH:27]=[CH:28][C:21]=1[F:20])#[N:24], predict the reactants needed to synthesize it. The reactants are: [C:1]([O:5][C:6](=[O:17])[C:7]([O-])=[CH:8][C:9]([C:11]1[O:12][CH:13]=[CH:14][CH:15]=1)=O)([CH3:4])([CH3:3])[CH3:2].[Li+].Cl.[F:20][C:21]1[CH:28]=[CH:27][C:26]([NH:29][NH2:30])=[CH:25][C:22]=1[C:23]#[N:24]. (7) Given the product [Br:1][C:2]1[N:10]([CH2:11][C:12]2[CH:13]=[CH:14][C:15]([Cl:18])=[CH:16][CH:17]=2)[C:9]2[C:8](=[O:19])[N:7]([CH2:23][CH2:24][C:25]3([OH:28])[CH2:27][CH2:26]3)[C:6](=[O:20])[N:5]([CH3:21])[C:4]=2[N:3]=1, predict the reactants needed to synthesize it. The reactants are: [Br:1][C:2]1[N:10]([CH2:11][C:12]2[CH:17]=[CH:16][C:15]([Cl:18])=[CH:14][CH:13]=2)[C:9]2[C:8](=[O:19])[NH:7][C:6](=[O:20])[N:5]([CH3:21])[C:4]=2[N:3]=1.Br[CH2:23][CH2:24][C:25]1([OH:28])[CH2:27][CH2:26]1.C(=O)([O-])[O-].[K+].[K+]. (8) The reactants are: C(O[C:6]([N:8]1[CH2:12][C:11](=[N:13][O:14][CH3:15])[CH2:10][C@H:9]1[C:16]([OH:18])=O)=[O:7])(C)(C)C.[NH2:19][C:20](=[N:34]O)[CH:21]1[CH2:26][CH2:25][N:24]([C:27]([O:29][C:30]([CH3:33])([CH3:32])[CH3:31])=[O:28])[CH2:23][CH2:22]1.[C:36]1([C:45]2[CH:50]=[CH:49][CH:48]=[CH:47][CH:46]=2)[CH:41]=[CH:40][C:39](C(Cl)=O)=[CH:38][CH:37]=1. Given the product [C:36]1([C:45]2[CH:46]=[CH:47][CH:48]=[CH:49][CH:50]=2)[CH:41]=[CH:40][C:39]([C:6]([N:8]2[CH2:12][C:11](=[N:13][O:14][CH3:15])[CH2:10][C@H:9]2[C:16]2[O:18][N:34]=[C:20]([CH:21]3[CH2:26][CH2:25][N:24]([C:27]([O:29][C:30]([CH3:33])([CH3:32])[CH3:31])=[O:28])[CH2:23][CH2:22]3)[N:19]=2)=[O:7])=[CH:38][CH:37]=1, predict the reactants needed to synthesize it. (9) Given the product [C:8]([C:3]1[CH:4]=[CH:5][CH:6]=[CH:7][C:2]=1[NH:1][S:31]([C:28]1[CH:27]=[CH:26][C:25]([NH:24][C:22]([C:17]2[CH:18]=[CH:19][CH:20]=[CH:21][N:16]=2)=[O:23])=[CH:30][CH:29]=1)(=[O:32])=[O:33])(=[O:9])[C:10]1[CH:11]=[CH:12][CH:13]=[CH:14][CH:15]=1, predict the reactants needed to synthesize it. The reactants are: [NH2:1][C:2]1[CH:7]=[CH:6][CH:5]=[CH:4][C:3]=1[C:8]([C:10]1[CH:15]=[CH:14][CH:13]=[CH:12][CH:11]=1)=[O:9].[N:16]1[CH:21]=[CH:20][CH:19]=[CH:18][C:17]=1[C:22]([NH:24][C:25]1[CH:30]=[CH:29][C:28]([S:31](Cl)(=[O:33])=[O:32])=[CH:27][CH:26]=1)=[O:23].N1C=CC=CC=1.